This data is from Catalyst prediction with 721,799 reactions and 888 catalyst types from USPTO. The task is: Predict which catalyst facilitates the given reaction. (1) Reactant: C1(COC([NH:11][CH2:12][C:13]([N:15]2[CH2:20][CH2:19][CH2:18][CH2:17][C@@H:16]2[C:21]([O:23]C)=O)=[O:14])=O)C=CC=CC=1. Product: [C:21]1(=[O:23])[NH:11][CH2:12][C:13](=[O:14])[N:15]2[CH2:20][CH2:19][CH2:18][CH2:17][C@H:16]12. The catalyst class is: 5. (2) Reactant: [O:1]=[C:2]1[CH2:8][CH2:7][CH2:6][N:5]([C:9]([O:11][CH2:12][C:13]2[CH:18]=[CH:17][CH:16]=[CH:15][CH:14]=2)=[O:10])[CH2:4][CH2:3]1.[Br-].[Li+].[CH3:21][Li]. Product: [OH:1][C:2]1([CH3:21])[CH2:8][CH2:7][CH2:6][N:5]([C:9]([O:11][CH2:12][C:13]2[CH:14]=[CH:15][CH:16]=[CH:17][CH:18]=2)=[O:10])[CH2:4][CH2:3]1. The catalyst class is: 27. (3) Reactant: C(OC[N:10]1[C:18]2[C:17]([O:19]C(C)(C)C)=[N:16][CH:15]=[N:14][C:13]=2[C:12]([CH2:24][NH:25][CH:26]([CH2:34][O:35]COC)[CH:27]([OH:33])[CH2:28][O:29]COC)=[CH:11]1)C1C=CC=CC=1.B(Br)(Br)Br.CO. Product: [OH:35][CH2:34][CH:26]([NH:25][CH2:24][C:12]1[C:13]2[N:14]=[CH:15][NH:16][C:17](=[O:19])[C:18]=2[NH:10][CH:11]=1)[CH:27]([OH:33])[CH2:28][OH:29]. The catalyst class is: 2. (4) Reactant: [CH3:1][C:2]1[N:7]=[C:6]([NH2:8])[CH:5]=[CH:4][CH:3]=1.[C:9]1(=O)[O:14][C:12](=[O:13])[C:11]2=[CH:15][CH:16]=[CH:17][CH:18]=[C:10]12. Product: [CH3:1][C:2]1[N:7]=[C:6]([N:8]2[C:12](=[O:13])[C:11]3=[CH:15][CH:16]=[CH:17][CH:18]=[C:10]3[C:9]2=[O:14])[CH:5]=[CH:4][CH:3]=1. The catalyst class is: 250. (5) Reactant: Cl[C:2]1[CH:7]=[C:6]([C:8]#[N:9])[CH:5]=[CH:4][N:3]=1.[NH:10]1[CH2:15][CH2:14][O:13][CH2:12][CH2:11]1.O. The catalyst class is: 60. Product: [N:10]1([C:2]2[CH:7]=[C:6]([CH:5]=[CH:4][N:3]=2)[C:8]#[N:9])[CH2:15][CH2:14][O:13][CH2:12][CH2:11]1.